From a dataset of Forward reaction prediction with 1.9M reactions from USPTO patents (1976-2016). Predict the product of the given reaction. Given the reactants [CH2:1]([O:8][C:9](=[O:17])[CH2:10][CH2:11][CH:12]([Br:16])[C:13]([OH:15])=[O:14])[C:2]1[CH:7]=[CH:6][CH:5]=[CH:4][CH:3]=1.ClC(Cl)(Cl)C(=N)O[C:22]([CH3:25])([CH3:24])[CH3:23].CN(C)C(=O)C.CCCCCC, predict the reaction product. The product is: [C:22]([O:14][C:13](=[O:15])[CH:12]([Br:16])[CH2:11][CH2:10][C:9]([O:8][CH2:1][C:2]1[CH:3]=[CH:4][CH:5]=[CH:6][CH:7]=1)=[O:17])([CH3:25])([CH3:24])[CH3:23].